From a dataset of Catalyst prediction with 721,799 reactions and 888 catalyst types from USPTO. Predict which catalyst facilitates the given reaction. (1) Reactant: [F:1][C:2]1[CH:3]=[C:4]([S:8][C:9]2[CH:10]=[C:11]3[C:16](=[CH:17][CH:18]=2)[C@H:15]([CH2:19][N:20]2[CH2:23][CH:22]([OH:24])[CH2:21]2)[CH2:14][CH2:13][CH2:12]3)[CH:5]=[CH:6][CH:7]=1.[OH:25]OS([O-])=O.[K+].[OH2:31]. Product: [F:1][C:2]1[CH:3]=[C:4]([S:8]([C:9]2[CH:10]=[C:11]3[C:16](=[CH:17][CH:18]=2)[C@H:15]([CH2:19][N:20]2[CH2:21][CH:22]([OH:24])[CH2:23]2)[CH2:14][CH2:13][CH2:12]3)(=[O:25])=[O:31])[CH:5]=[CH:6][CH:7]=1. The catalyst class is: 191. (2) Reactant: [Cl:1][C:2]1[N:3]=[CH:4][N:5]([C:7]2[CH:12]=[CH:11][C:10]([NH:13][C:14]3[S:15][C:16]4[CH2:22][C:21](=[O:23])[CH2:20][CH:19]([C:24]5[CH:29]=[CH:28][C:27]([F:30])=[CH:26][CH:25]=5)[C:17]=4[N:18]=3)=[CH:9][C:8]=2[O:31][CH3:32])[CH:6]=1.[BH4-].[Na+]. Product: [Cl:1][C:2]1[N:3]=[CH:4][N:5]([C:7]2[CH:12]=[CH:11][C:10]([NH:13][C:14]3[S:15][C:16]4[CH2:22][CH:21]([OH:23])[CH2:20][CH:19]([C:24]5[CH:29]=[CH:28][C:27]([F:30])=[CH:26][CH:25]=5)[C:17]=4[N:18]=3)=[CH:9][C:8]=2[O:31][CH3:32])[CH:6]=1. The catalyst class is: 5. (3) The catalyst class is: 6. Product: [C:11]1([S:8]([C:5]2[CH:6]=[CH:7][C:2]([NH2:17])=[N:3][CH:4]=2)(=[O:10])=[O:9])[CH:16]=[CH:15][CH:14]=[CH:13][CH:12]=1. Reactant: Cl[C:2]1[CH:7]=[CH:6][C:5]([S:8]([C:11]2[CH:16]=[CH:15][CH:14]=[CH:13][CH:12]=2)(=[O:10])=[O:9])=[CH:4][N:3]=1.[NH3:17]. (4) Reactant: [OH-].[Na+].[CH3:3][C:4]1[O:8][C:7]([C:9]2[CH:14]=[CH:13][CH:12]=[CH:11][CH:10]=2)=[N:6][C:5]=1[CH2:15][O:16][C:17]1[CH:18]=[C:19]([CH:36]=[CH:37][CH:38]=1)[CH2:20][O:21]/[N:22]=[C:23](/[C:30]1[CH:35]=[CH:34][CH:33]=[CH:32][CH:31]=1)\[CH2:24][CH2:25][C:26]([O:28]C)=[O:27].CO.Cl. Product: [CH3:3][C:4]1[O:8][C:7]([C:9]2[CH:10]=[CH:11][CH:12]=[CH:13][CH:14]=2)=[N:6][C:5]=1[CH2:15][O:16][C:17]1[CH:18]=[C:19]([CH:36]=[CH:37][CH:38]=1)[CH2:20][O:21]/[N:22]=[C:23](/[C:30]1[CH:31]=[CH:32][CH:33]=[CH:34][CH:35]=1)\[CH2:24][CH2:25][C:26]([OH:28])=[O:27]. The catalyst class is: 7.